This data is from Full USPTO retrosynthesis dataset with 1.9M reactions from patents (1976-2016). The task is: Predict the reactants needed to synthesize the given product. (1) Given the product [CH3:1][O:2][C:3]1[CH:4]=[C:5]([C:9]2[CH:10]=[C:11]3[C:15](=[CH:16][CH:17]=2)[NH:14][N:13]=[C:12]3[C:24]2[CH:25]=[N:26][CH:27]=[C:28]([O:30][C@@H:31]3[CH2:36][CH2:35][CH2:34][NH:33][CH2:32]3)[N:29]=2)[CH:6]=[N:7][CH:8]=1, predict the reactants needed to synthesize it. The reactants are: [CH3:1][O:2][C:3]1[CH:4]=[C:5]([C:9]2[CH:10]=[C:11]3[C:15](=[CH:16][CH:17]=2)[N:14](C2CCCCO2)[N:13]=[C:12]3[C:24]2[N:29]=[C:28]([O:30][C@@H:31]3[CH2:36][CH2:35][CH2:34][N:33](C(OC(C)(C)C)=O)[CH2:32]3)[CH:27]=[N:26][CH:25]=2)[CH:6]=[N:7][CH:8]=1.Cl. (2) Given the product [N:555]1([O:564][C:5]2[C:4]3[N:8]=[CH:9][N:10]([C:3]=3[N:2]=[CH:1][N:7]=2)[C@@H:11]2[O:15][C@H:14]([CH2:16][OH:17])[C@@H:13]([OH:546])[C@H:12]2[OH:547])[C:559]2[CH:560]=[CH:561][CH:562]=[CH:563][C:558]=2[N:557]=[N:556]1, predict the reactants needed to synthesize it. The reactants are: [CH:1]1[NH:7][C:5](=O)[C:4]2[N:8]=[CH:9][N:10]([C@@H:11]3[O:15][C@H:14]([CH2:16][O:17]P(O[C@H]4[C@@H](O)[C@H](N5C6N=CNC(=O)C=6N=C5)O[C@@H]4COP(O[C@H]4[C@@H](O)[C@H](N5C6N=CNC(=O)C=6N=C5)O[C@@H]4COP(O[C@H]4[C@@H](O)[C@H](N5C6N=CNC(=O)C=6N=C5)O[C@@H]4COP(O[C@H]4[C@@H](O)[C@H](N5C6N=CNC(=O)C=6N=C5)O[C@@H]4COP(O[C@H]4[C@@H](O)[C@H](N5C6N=CNC(=O)C=6N=C5)O[C@@H]4COP(O[C@H]4[C@@H](O)[C@H](N5C6N=CNC(=O)C=6N=C5)O[C@@H]4COP(O[C@H]4[C@@H](O)[C@H](N5C6N=CNC(=O)C=6N=C5)O[C@@H]4COP(O[C@H]4[C@@H](O)[C@H](N5C6N=CNC(=O)C=6N=C5)O[C@@H]4COP(O[C@H]4[C@@H](O)[C@H](N5C6N=CNC(=O)C=6N=C5)O[C@@H]4COP(O[C@H]4[C@@H](O)[C@H](N5C6N=CNC(=O)C=6N=C5)O[C@@H]4COP(O[C@H]4[C@@H](O)[C@H](N5C6N=CNC(=O)C=6N=C5)O[C@@H]4COP(O[C@H]4[C@@H](O)[C@H](N5C6N=CNC(=O)C=6N=C5)O[C@@H]4COP(O[C@H]4[C@@H](O)[C@H](N5C6N=CNC(=O)C=6N=C5)O[C@@H]4COP(O[C@H]4[C@@H](O)[C@H](N5C6N=CNC(=O)C=6N=C5)O[C@@H]4COP(O[C@H]4[C@@H](O)[C@H](N5C6N=CNC(=O)C=6N=C5)O[C@@H]4COP(O[C@H]4[C@@H](O)[C@H](N5C6N=CNC(=O)C=6N=C5)O[C@@H]4COP(O[C@H]4[C@@H](O)[C@H](N5C6N=CNC(=O)C=6N=C5)O[C@@H]4COP(O[C@H]4[C@@H](O)[C@H](N5C6N=CNC(=O)C=6N=C5)O[C@@H]4COP(O[C@H]4[C@@H](O)[C@H](N5C6N=CNC(=O)C=6N=C5)O[C@@H]4COP(O[C@H]4[C@@H](O)[C@H](N5C6N=CNC(=O)C=6N=C5)O[C@@H]4COP(O[C@H]4[C@@H](O)[C@H](N5C6N=CNC(=O)C=6N=C5)O[C@@H]4COP(O[C@H]4[C@@H](O)[C@H](N5C6N=CNC(=O)C=6N=C5)O[C@@H]4COP(O[C@H]4[C@@H](O)[C@H](N5C6N=CNC(=O)C=6N=C5)O[C@@H]4COP(O[C@H]4[C@@H](O)[C@H](N5C6N=CNC(=O)C=6N=C5)O[C@@H]4CO)(O)=O)(O)=O)(O)=O)(O)=O)(O)=O)(O)=O)(O)=O)(O)=O)(O)=O)(O)=O)(O)=O)(O)=O)(O)=O)(O)=O)(O)=O)(O)=O)(O)=O)(O)=O)(O)=O)(O)=O)(O)=O)(O)=O)(O)=O)(O)=O)[C@@H:13]([OH:546])[C@H:12]3[OH:547])[C:3]=2[N:2]=1.F[P-](F)(F)(F)(F)F.[N:555]1([O:564][P+](N(C)C)(N(C)C)N(C)C)[C:559]2[CH:560]=[CH:561][CH:562]=[CH:563][C:558]=2[N:557]=[N:556]1.CCN(C(C)C)C(C)C. (3) Given the product [CH:10]1[C:11]2[CH:12]([CH2:14][O:15][C:16]([NH:18][C@@H:19]([CH2:23][S:24][CH2:25][C@H:26]([O:41][CH2:42][CH2:43][CH2:44][CH2:45][CH2:46][CH2:47][CH2:48][CH2:49][CH2:50][CH2:51][CH2:52][CH3:53])[CH2:27][O:28][CH2:29][CH2:30][CH2:31][CH2:32][CH2:33][CH2:34][CH2:35][CH2:36][CH2:37][CH2:38][CH2:39][CH3:40])[C:20](=[O:22])[NH:54][CH2:55][CH2:56][O:57][CH2:58][CH2:59][O:60][CH2:61][CH2:62][O:63][CH2:64][CH2:65][P:66](=[O:73])([O:67][CH2:68][CH3:69])[O:70][CH2:71][CH3:72])=[O:17])[C:13]3[C:5](=[CH:4][CH:3]=[CH:2][CH:1]=3)[C:6]=2[CH:7]=[CH:8][CH:9]=1, predict the reactants needed to synthesize it. The reactants are: [CH:1]1[C:13]2[CH:12]([CH2:14][O:15][C:16]([NH:18][C@@H:19]([CH2:23][S:24][CH2:25][C@H:26]([O:41][CH2:42][CH2:43][CH2:44][CH2:45][CH2:46][CH2:47][CH2:48][CH2:49][CH2:50][CH2:51][CH2:52][CH3:53])[CH2:27][O:28][CH2:29][CH2:30][CH2:31][CH2:32][CH2:33][CH2:34][CH2:35][CH2:36][CH2:37][CH2:38][CH2:39][CH3:40])[C:20]([OH:22])=O)=[O:17])[C:11]3[C:6](=[CH:7][CH:8]=[CH:9][CH:10]=3)[C:5]=2[CH:4]=[CH:3][CH:2]=1.[NH2:54][CH2:55][CH2:56][O:57][CH2:58][CH2:59][O:60][CH2:61][CH2:62][O:63][CH2:64][CH2:65][P:66](=[O:73])([O:70][CH2:71][CH3:72])[O:67][CH2:68][CH3:69].CCN(C(C)C)C(C)C.CN(C(ON1N=NC2C=CC=CC1=2)=[N+](C)C)C.F[P-](F)(F)(F)(F)F.